This data is from Forward reaction prediction with 1.9M reactions from USPTO patents (1976-2016). The task is: Predict the product of the given reaction. (1) Given the reactants [CH3:1][C:2]1([CH3:15])[C:11]2[C:6](=[CH:7][C:8](Br)=[C:9]([CH3:12])[CH:10]=2)[C:5](=[O:14])[CH2:4][CH2:3]1.[Cl-].[Li+].C([Sn](CCCC)(CCCC)[C:23]([C:29]1[CH:39]=[CH:38][C:32]([C:33]([O:35][CH2:36][CH3:37])=[O:34])=[CH:31][CH:30]=1)=[CH:24][Si:25]([CH3:28])([CH3:27])[CH3:26])CCC, predict the reaction product. The product is: [CH3:12][C:9]1[C:8]([C:23]([C:29]2[CH:30]=[CH:31][C:32]([C:33]([O:35][CH2:36][CH3:37])=[O:34])=[CH:38][CH:39]=2)=[CH:24][Si:25]([CH3:28])([CH3:27])[CH3:26])=[CH:7][C:6]2[C:5](=[O:14])[CH2:4][CH2:3][C:2]([CH3:15])([CH3:1])[C:11]=2[CH:10]=1. (2) Given the reactants [NH2:1][CH:2]([C:4]1[O:8][C:7]([C:9]2[CH:14]=[C:13]([N:15]([CH3:21])[CH2:16][CH:17]3[CH2:19][CH:18]3[CH3:20])[N:12]=[C:11]([N:22]([CH3:27])[S:23]([CH3:26])(=[O:25])=[O:24])[CH:10]=2)=[N:6][N:5]=1)[CH3:3].[C:28](=N)([C:35]1[CH:40]=[CH:39][CH:38]=[CH:37][CH:36]=1)[C:29]1[CH:34]=[CH:33][CH:32]=[CH:31][CH:30]=1, predict the reaction product. The product is: [C:29]1([C:28](=[N:1][CH:2]([C:4]2[O:8][C:7]([C:9]3[CH:14]=[C:13]([N:15]([CH3:21])[CH2:16][CH:17]4[CH2:19][CH:18]4[CH3:20])[N:12]=[C:11]([N:22]([CH3:27])[S:23]([CH3:26])(=[O:24])=[O:25])[CH:10]=3)=[N:6][N:5]=2)[CH3:3])[C:35]2[CH:36]=[CH:37][CH:38]=[CH:39][CH:40]=2)[CH:34]=[CH:33][CH:32]=[CH:31][CH:30]=1.